From a dataset of Peptide-MHC class I binding affinity with 185,985 pairs from IEDB/IMGT. Regression. Given a peptide amino acid sequence and an MHC pseudo amino acid sequence, predict their binding affinity value. This is MHC class I binding data. (1) The peptide sequence is MVRILIGFL. The MHC is HLA-A30:01 with pseudo-sequence HLA-A30:01. The binding affinity (normalized) is 0.626. (2) The peptide sequence is RRAARAEYL. The MHC is Mamu-B17 with pseudo-sequence Mamu-B17. The binding affinity (normalized) is 0.